From a dataset of NCI-60 drug combinations with 297,098 pairs across 59 cell lines. Regression. Given two drug SMILES strings and cell line genomic features, predict the synergy score measuring deviation from expected non-interaction effect. (1) Drug 1: CCC1(CC2CC(C3=C(CCN(C2)C1)C4=CC=CC=C4N3)(C5=C(C=C6C(=C5)C78CCN9C7C(C=CC9)(C(C(C8N6C)(C(=O)OC)O)OC(=O)C)CC)OC)C(=O)OC)O.OS(=O)(=O)O. Drug 2: CC1CCCC2(C(O2)CC(NC(=O)CC(C(C(=O)C(C1O)C)(C)C)O)C(=CC3=CSC(=N3)C)C)C. Cell line: RPMI-8226. Synergy scores: CSS=50.8, Synergy_ZIP=1.56, Synergy_Bliss=-0.634, Synergy_Loewe=-13.7, Synergy_HSA=-0.699. (2) Drug 1: C1=CN(C(=O)N=C1N)C2C(C(C(O2)CO)O)O.Cl. Drug 2: COC1=NC(=NC2=C1N=CN2C3C(C(C(O3)CO)O)O)N. Cell line: UACC62. Synergy scores: CSS=1.59, Synergy_ZIP=1.06, Synergy_Bliss=3.40, Synergy_Loewe=1.20, Synergy_HSA=1.28. (3) Drug 1: C(CC(=O)O)C(=O)CN.Cl. Drug 2: C1=CN(C=N1)CC(O)(P(=O)(O)O)P(=O)(O)O. Cell line: TK-10. Synergy scores: CSS=3.88, Synergy_ZIP=0.0774, Synergy_Bliss=2.52, Synergy_Loewe=-0.479, Synergy_HSA=0.0539. (4) Drug 1: CCC(=C(C1=CC=CC=C1)C2=CC=C(C=C2)OCCN(C)C)C3=CC=CC=C3.C(C(=O)O)C(CC(=O)O)(C(=O)O)O. Drug 2: CCC1(CC2CC(C3=C(CCN(C2)C1)C4=CC=CC=C4N3)(C5=C(C=C6C(=C5)C78CCN9C7C(C=CC9)(C(C(C8N6C)(C(=O)OC)O)OC(=O)C)CC)OC)C(=O)OC)O.OS(=O)(=O)O. Cell line: LOX IMVI. Synergy scores: CSS=13.8, Synergy_ZIP=10.5, Synergy_Bliss=10.9, Synergy_Loewe=6.98, Synergy_HSA=8.27. (5) Drug 1: CN1C(=O)N2C=NC(=C2N=N1)C(=O)N. Drug 2: C1=CC=C(C(=C1)C(C2=CC=C(C=C2)Cl)C(Cl)Cl)Cl. Cell line: HOP-62. Synergy scores: CSS=-12.0, Synergy_ZIP=0.0334, Synergy_Bliss=-13.0, Synergy_Loewe=-11.8, Synergy_HSA=-15.5. (6) Drug 1: C1=NC2=C(N1)C(=S)N=C(N2)N. Drug 2: CCN(CC)CCCC(C)NC1=C2C=C(C=CC2=NC3=C1C=CC(=C3)Cl)OC. Cell line: SR. Synergy scores: CSS=78.9, Synergy_ZIP=-2.03, Synergy_Bliss=-3.96, Synergy_Loewe=-4.43, Synergy_HSA=-2.73. (7) Drug 1: CN1CCC(CC1)COC2=C(C=C3C(=C2)N=CN=C3NC4=C(C=C(C=C4)Br)F)OC. Drug 2: CN(CCCl)CCCl.Cl. Cell line: U251. Synergy scores: CSS=16.5, Synergy_ZIP=-6.37, Synergy_Bliss=-4.24, Synergy_Loewe=-4.42, Synergy_HSA=-3.78. (8) Drug 1: CC1C(C(CC(O1)OC2CC(CC3=C2C(=C4C(=C3O)C(=O)C5=C(C4=O)C(=CC=C5)OC)O)(C(=O)C)O)N)O.Cl. Cell line: SF-295. Drug 2: CC1=C2C(C(=O)C3(C(CC4C(C3C(C(C2(C)C)(CC1OC(=O)C(C(C5=CC=CC=C5)NC(=O)OC(C)(C)C)O)O)OC(=O)C6=CC=CC=C6)(CO4)OC(=O)C)O)C)O. Synergy scores: CSS=32.3, Synergy_ZIP=-8.05, Synergy_Bliss=-6.56, Synergy_Loewe=-25.9, Synergy_HSA=-2.19.